From a dataset of Peptide-MHC class I binding affinity with 185,985 pairs from IEDB/IMGT. Regression. Given a peptide amino acid sequence and an MHC pseudo amino acid sequence, predict their binding affinity value. This is MHC class I binding data. (1) The peptide sequence is NYADRKWCF. The MHC is HLA-A23:01 with pseudo-sequence HLA-A23:01. The binding affinity (normalized) is 0.454. (2) The peptide sequence is MCPFLFLAV. The MHC is HLA-A30:02 with pseudo-sequence HLA-A30:02. The binding affinity (normalized) is 0.0434.